From a dataset of Forward reaction prediction with 1.9M reactions from USPTO patents (1976-2016). Predict the product of the given reaction. (1) Given the reactants [N+:1]([C:4]1[CH:5]=[C:6](B(O)O)[CH:7]=[CH:8][CH:9]=1)([O-:3])=[O:2].[Cl-].[Li+].C(=O)([O-])[O-].[Na+].[Na+].C(O[CH2:25][CH3:26])(=O)C, predict the reaction product. The product is: [C:26]1([C:6]2[CH:5]=[C:4]([N+:1]([O-:3])=[O:2])[CH:9]=[CH:8][CH:7]=2)[CH2:25][CH2:8][CH2:9][CH2:4][CH:5]=1. (2) Given the reactants [CH2:1]([C@@H:8]1[CH2:12][O:11][C:10](=[O:13])[NH:9]1)[C:2]1[CH:7]=[CH:6][CH:5]=[CH:4][CH:3]=1.C([O-])([O-])=O.[K+].[K+].CN[C@@H:22]1[CH2:27][CH2:26][CH2:25][CH2:24][C@H:23]1NC.IC1C=CC=CC=1, predict the reaction product. The product is: [CH2:1]([C@@H:8]1[CH2:12][O:11][C:10](=[O:13])[N:9]1[C:22]1[CH:27]=[CH:26][CH:25]=[CH:24][CH:23]=1)[C:2]1[CH:3]=[CH:4][CH:5]=[CH:6][CH:7]=1. (3) Given the reactants [CH2:1]([NH:9][C:10]1[CH:19]=[CH:18][C:17]2[C:16]([CH3:21])([CH3:20])[CH2:15][CH2:14][C:13]([CH3:23])([CH3:22])[C:12]=2[CH:11]=1)[CH2:2][C:3]1[CH:8]=[CH:7][CH:6]=[CH:5][CH:4]=1.[C:24](Cl)(Cl)=[O:25].[NH2:28][C:29]1[CH:39]=[CH:38][C:32]([C:33]([O:35][CH2:36][CH3:37])=[O:34])=[CH:31][CH:30]=1, predict the reaction product. The product is: [CH2:1]([N:9]([C:10]1[CH:19]=[CH:18][C:17]2[C:16]([CH3:21])([CH3:20])[CH2:15][CH2:14][C:13]([CH3:23])([CH3:22])[C:12]=2[CH:11]=1)[C:24](=[O:25])[NH:28][C:29]1[CH:30]=[CH:31][C:32]([C:33]([O:35][CH2:36][CH3:37])=[O:34])=[CH:38][CH:39]=1)[CH2:2][C:3]1[CH:4]=[CH:5][CH:6]=[CH:7][CH:8]=1. (4) Given the reactants [CH3:1][O:2][C:3]1[CH:26]=[CH:25][C:6]([C:7]([NH:9][C:10]2[C:11]([NH2:24])=[CH:12][C:13]([O:16][Si:17]([C:20]([CH3:23])([CH3:22])[CH3:21])([CH3:19])[CH3:18])=[CH:14][CH:15]=2)=[O:8])=[CH:5][CH:4]=1.[CH2:27]([C:29]1[CH:37]=[CH:36][C:32]([C:33](Cl)=[O:34])=[CH:31][CH:30]=1)[CH3:28], predict the reaction product. The product is: [CH3:1][O:2][C:3]1[CH:26]=[CH:25][C:6]([C:7]([NH:9][C:10]2[C:11]([NH:24][C:33](=[O:34])[C:32]3[CH:36]=[CH:37][C:29]([CH2:27][CH3:28])=[CH:30][CH:31]=3)=[CH:12][C:13]([O:16][Si:17]([C:20]([CH3:23])([CH3:21])[CH3:22])([CH3:19])[CH3:18])=[CH:14][CH:15]=2)=[O:8])=[CH:5][CH:4]=1. (5) Given the reactants [F:1][C:2]1[C:7]([F:8])=[CH:6][CH:5]=[CH:4][C:3]=1[NH:9][C:10](=[O:31])[CH2:11][N:12]1[CH:16]=[C:15]([N:17]=C(C2C=CC=CC=2)C2C=CC=CC=2)[CH:14]=[N:13]1.[ClH:32], predict the reaction product. The product is: [ClH:32].[NH2:17][C:15]1[CH:14]=[N:13][N:12]([CH2:11][C:10]([NH:9][C:3]2[CH:4]=[CH:5][CH:6]=[C:7]([F:8])[C:2]=2[F:1])=[O:31])[CH:16]=1. (6) Given the reactants [C:1]1([CH:7]([NH2:14])[C:8]2[CH:13]=[CH:12][CH:11]=[CH:10][CH:9]=2)[CH:6]=[CH:5][CH:4]=[CH:3][CH:2]=1.[CH2:15]([CH:17]1[O:19][CH2:18]1)[Cl:16], predict the reaction product. The product is: [ClH:16].[C:1]1([CH:7]([C:8]2[CH:9]=[CH:10][CH:11]=[CH:12][CH:13]=2)[N:14]2[CH2:18][CH:17]([OH:19])[CH2:15]2)[CH:6]=[CH:5][CH:4]=[CH:3][CH:2]=1. (7) Given the reactants C([O:5][CH:6]([O:10][C:11]([CH3:14])([CH3:13])[CH3:12])N(C)C)(C)(C)C.[Cl:15][C:16]1[CH:17]=[C:18]2[C:22](=[CH:23][CH:24]=1)[NH:21][CH:20]=[C:19]2C(O)=O, predict the reaction product. The product is: [C:11]([O:10][C:6]([C:19]1[C:18]2[C:22](=[CH:23][CH:24]=[C:16]([Cl:15])[CH:17]=2)[NH:21][CH:20]=1)=[O:5])([CH3:12])([CH3:13])[CH3:14].